This data is from Forward reaction prediction with 1.9M reactions from USPTO patents (1976-2016). The task is: Predict the product of the given reaction. Given the reactants [CH3:1][C:2]1[C:7]([C:8]2[CH:13]=[CH:12][N:11]=[C:10]([NH:14][C:15]3[CH:20]=[CH:19][N:18]=[CH:17][CH:16]=3)[N:9]=2)=[CH:6][N:5]=[C:4]([NH2:21])[N:3]=1.[CH2:22]([O:29]CC(N(OC)C)=O)[C:23]1[CH:28]=[CH:27][CH:26]=[CH:25][CH:24]=1.NC1C=CN=CC=1.[Li+].C[Si]([N-][Si](C)(C)C)(C)C.C(OCC1C(C2C=CN=C(S(C)=O)N=2)=CN=C(N)N=1)C1C=CC=CC=1, predict the reaction product. The product is: [CH2:22]([O:29][CH2:1][C:2]1[C:7]([C:8]2[CH:13]=[CH:12][N:11]=[C:10]([NH:14][C:15]3[CH:20]=[CH:19][N:18]=[CH:17][CH:16]=3)[N:9]=2)=[CH:6][N:5]=[C:4]([NH2:21])[N:3]=1)[C:23]1[CH:28]=[CH:27][CH:26]=[CH:25][CH:24]=1.